Dataset: HIV replication inhibition screening data with 41,000+ compounds from the AIDS Antiviral Screen. Task: Binary Classification. Given a drug SMILES string, predict its activity (active/inactive) in a high-throughput screening assay against a specified biological target. (1) The drug is NC(=O)c1ccc(NCC2=CC(=O)C=CC2=O)cc1. The result is 1 (active). (2) The molecule is Oc1c(N2CCOCC2)cc(-c2cc(N3CCOCC3)c(O)c3ccccc23)c2ccccc12. The result is 1 (active). (3) The compound is CCOC(=O)C1(C)CCCC1N. The result is 0 (inactive). (4) The molecule is COc1ccc(C2CC(=O)CC(c3ccc(OC)cc3)C23C(=O)NC(=S)NC3=O)cc1. The result is 0 (inactive). (5) The molecule is CC(=O)OCC1OC(n2c(-c3ccc(Cl)cc3)cc(-c3ccccc3)c(C#N)c2=S)C(OC(C)=O)C(OC(C)=O)C1OC(C)=O. The result is 0 (inactive). (6) The compound is COc1ccc(C(C)=NNC(=O)CC(=O)N(C(=O)c2ccccc2)c2ccc(C)cc2)cc1. The result is 0 (inactive).